From a dataset of Experimentally validated miRNA-target interactions with 360,000+ pairs, plus equal number of negative samples. Binary Classification. Given a miRNA mature sequence and a target amino acid sequence, predict their likelihood of interaction. (1) The miRNA is hsa-miR-151a-3p with sequence CUAGACUGAAGCUCCUUGAGG. The protein sequence of the target gene is MEWGYLLEVTSLLAALAVLQRSSGAAAASAKELACQEITVPLCKGIGYNYTYMPNQFNHDTQDEAGLEVHQFWPLVEIQCSPDLKFFLCSMYTPICLEDYKKPLPPCRSVCERAKAGCAPLMRQYGFAWPDRMRCDRLPEQGNPDTLCMDYNRTDLTTAAPSPPRRLPPPPPPGEQPPSGSGHSRPPGARPPHRGGSSRGSGDAAAAPPSRGGKARPPGGGAAPCEPGCQCRAPMVSVSSERHPLYNRVKTGQIANCALPCHNPFFSQDERAFTVFWIGLWSVLCFVSTFATVSTFLIDM.... Result: 0 (no interaction). (2) The miRNA is dre-let-7f with sequence UGAGGUAGUAGAUUGUAUAGUU. The protein sequence of the target gene is MSPPKDPSPSLPLPSSSSHSSSPPSSSSTSVSGNAPDGSSPPQMTASEPLSQVSRGHPSPPTPNFRRRAVAQGAPREIPLYLPHHPKPEWAEYCLVSPGEDGLSDPAEMTSDECQPAEAPLGDIGSNHRDPHPIWGKDRSWTGQELSPLAGEDREKGSTGARKEEEGGPVLVKEKLGLKKLVLTQEQKTMLLDWNDSIPESVHLKAGERISQKSAENGRGGRVLKPVRPLLLPRAAGEPLPTQRGAQEKMGTPAEQAQGERNVPPPKSPLRLIANAIRRSLEPLLSNSEGGKKAWAKQES.... Result: 0 (no interaction). (3) The miRNA is hsa-miR-3921 with sequence UCUCUGAGUACCAUAUGCCUUGU. The protein sequence of the target gene is MAEPTGLLEMSELPGDSSVPQVGTASGVSDVLRGAVGGGVRVQEAREGPVAEAARSMARMPGPVPGPIPSSVPGLASAPDPHQQLAFLEINRQLLFREYLDGSSMIPVRLLRDFEERRRLFVEGCKAREAAFDADPPQMDFAAVAFTVALTASEALSPLAD. Result: 0 (no interaction). (4) The miRNA is hsa-miR-7106-3p with sequence AGCUCCCUGAAUCCCUGUCCCAG. The protein sequence of the target gene is MAEGAASREAPAPLDVAGGEDDPRAGADAASGDAPPPALGGRMRDRRSGVALPGAAGVPADSEAGLLEAARATPRRSSIIKDPSNQKCGGRKKTVSFSSMPSEKKISSAHDCISFMQAGCELKKVRPNSRIYNRFFTLDTDLQALRWEPSKKDLEKAKLDISAIKEIRLGKNTETFRNNGLADQICEDCAFSILHGENYESLDLVANSADVANIWVSGLRYLVSRSKQPLDFIEGNQNTPRFMWLKTVFEAADVDGNGIMLEDTSVELIKQLNPTLKESKIRLKFKEIQKSKEKLTTRVT.... Result: 0 (no interaction). (5) The miRNA is hsa-miR-1-3p with sequence UGGAAUGUAAAGAAGUAUGUAU. The protein sequence of the target gene is MAASDTERDGLAPEKTSPDRDKKKEQSEVSVSPRASKHHYSRSRSRSRERKRKSDNEGRKHRSRSRSKEGRRHESKDKSSKKHKSEEHNDKEHSSDKGRERLNSSENGEDRHKRKERKSSRGRSHSRSRSRERRHRSRSRERKKSRSRSRERKKSRSRSRERKKSRSRSRERKRRIRSRSRSRSRHRHRTRSRSRTRSRSRDRKKRIEKPRRFSRSLSRTPSPPPFRGRNTAMDAQEALARRLERAKKLQEQREKEMVEKQKQQEIAAAAATGGSVLNVAALLASGTQVTPQIAMAAQMA.... Result: 1 (interaction). (6) The miRNA is mmu-miR-26b-3p with sequence CCUGUUCUCCAUUACUUGGCUC. The protein sequence of the target gene is MALCLKQVFAKDKTFRPRKRFEPGTQRFELYKKAQASLKSGLDLRSVVRLPPGESIDDWIAVHVVDFFNRINLIYGTMAEHCSESSCPVMAGGPRYEYRWQDERQYRRPAKLSAPRYMALLMDWIEGLINDEDVFPTRVGVPFPKNFQQVCTKILTRLFRVFVHVYIHHFDSILSMGAEAHVNTCYKHFYYFIQEFSLVDQRELEPLREMTERICH. Result: 0 (no interaction).